From a dataset of Reaction yield outcomes from USPTO patents with 853,638 reactions. Predict the reaction yield, written as a fraction of the theoretical maximum amount of product (1.0 means a 100% yield; for example, 0.34 means a 34% yield). (1) The reactants are [NH2:1][CH2:2][CH2:3][O:4][CH2:5][CH2:6][O:7][CH2:8][CH2:9][O:10][CH2:11][CH2:12][N:13]1[CH2:18][CH2:17][N:16]([C:19]2[N:24]=[C:23]([O:25][CH3:26])[C:22]([S:27][C:28]3[N:33]=[C:32]([NH2:34])[CH:31]=[C:30]([NH2:35])[N:29]=3)=[C:21]([O:36][CH3:37])[N:20]=2)[CH2:15][CH2:14]1.[CH2:38]1[S:42][C@@H:41]([CH2:43][CH2:44][CH2:45][CH2:46][C:47](O)=[O:48])[C@H:40]2[NH:50][C:51]([NH:53][C@@H:39]12)=[O:52].CCN=C=NCCCN(C)C. The catalyst is CN(C1C=CN=CC=1)C.C(Cl)Cl. The product is [NH2:35][C:30]1[CH:31]=[C:32]([NH2:34])[N:33]=[C:28]([S:27][C:22]2[C:21]([O:36][CH3:37])=[N:20][C:19]([N:16]3[CH2:17][CH2:18][N:13]([CH2:12][CH2:11][O:10][CH2:9][CH2:8][O:7][CH2:6][CH2:5][O:4][CH2:3][CH2:2][NH:1][C:47](=[O:48])[CH2:46][CH2:45][CH2:44][CH2:43][CH:41]4[CH:40]5[CH:39]([NH:53][C:51](=[O:52])[NH:50]5)[CH2:38][S:42]4)[CH2:14][CH2:15]3)=[N:24][C:23]=2[O:25][CH3:26])[N:29]=1. The yield is 0.550. (2) The reactants are C(OC(=O)[NH:10][CH2:11][CH2:12][CH2:13][CH2:14][C:15]1[CH:20]=[CH:19][C:18]([O:21][CH2:22][CH2:23][CH2:24][C:25]2[NH:29][N:28]=[N:27][N:26]=2)=[CH:17][CH:16]=1)C1C=CC=CC=1. The catalyst is CO.ClCCl.[Pd]. The product is [NH:29]1[C:25]([CH2:24][CH2:23][CH2:22][O:21][C:18]2[CH:19]=[CH:20][C:15]([CH2:14][CH2:13][CH2:12][CH2:11][NH2:10])=[CH:16][CH:17]=2)=[N:26][N:27]=[N:28]1. The yield is 0.990.